Dataset: Full USPTO retrosynthesis dataset with 1.9M reactions from patents (1976-2016). Task: Predict the reactants needed to synthesize the given product. The reactants are: CO[C:3](=[O:12])[C:4]1[CH:9]=[C:8](Br)[C:7](Cl)=[N:6][CH:5]=1.[NH:13]1[CH2:17][CH2:16][CH2:15][CH2:14]1.[CH3:18][O:19][C:20]1[CH:25]=[CH:24][C:23](B(O)O)=[CH:22][CH:21]=1.[NH2:29][C@H:30]([CH2:35][OH:36])[CH2:31][CH:32]([CH3:34])[CH3:33]. Given the product [OH:36][CH2:35][C@@H:30]([NH:29][C:3](=[O:12])[C:4]1[CH:9]=[C:8]([C:23]2[CH:24]=[CH:25][C:20]([O:19][CH3:18])=[CH:21][CH:22]=2)[C:7]([N:13]2[CH2:17][CH2:16][CH2:15][CH2:14]2)=[N:6][CH:5]=1)[CH2:31][CH:32]([CH3:34])[CH3:33], predict the reactants needed to synthesize it.